From a dataset of Full USPTO retrosynthesis dataset with 1.9M reactions from patents (1976-2016). Predict the reactants needed to synthesize the given product. The reactants are: FC(F)(F)C(O)=O.[NH2:8][C:9]1[C:14]([C:15]([C:17]2[CH:22]=[C:21]([F:23])[CH:20]=[CH:19][C:18]=2[O:24][CH3:25])=[O:16])=[CH:13][N:12]=[C:11]([NH:26][CH:27]2[CH2:32][CH2:31][NH:30][CH2:29][CH2:28]2)[N:10]=1.[CH3:33][S:34](Cl)(=[O:36])=[O:35]. Given the product [NH2:8][C:9]1[C:14]([C:15]([C:17]2[CH:22]=[C:21]([F:23])[CH:20]=[CH:19][C:18]=2[O:24][CH3:25])=[O:16])=[CH:13][N:12]=[C:11]([NH:26][CH:27]2[CH2:28][CH2:29][N:30]([S:34]([CH3:33])(=[O:36])=[O:35])[CH2:31][CH2:32]2)[N:10]=1, predict the reactants needed to synthesize it.